The task is: Predict the product of the given reaction.. This data is from Forward reaction prediction with 1.9M reactions from USPTO patents (1976-2016). Given the reactants [Cl:1][C:2]1[CH:7]=[CH:6][C:5]([C@H:8]2[N:15]3[C:11]([S:12][C:13]([C:19](O)=[O:20])=[C:14]3[CH:16]([CH3:18])[CH3:17])=[N:10][C@:9]2([C:23]2[CH:28]=[CH:27][C:26]([Cl:29])=[CH:25][CH:24]=2)[CH3:22])=[CH:4][CH:3]=1.[CH3:30][N:31]([CH3:40])[C:32]([N:34]1[CH2:39][CH2:38][NH:37][CH2:36][CH2:35]1)=[O:33], predict the reaction product. The product is: [Cl:1][C:2]1[CH:3]=[CH:4][C:5]([C@H:8]2[N:15]3[C:11]([S:12][C:13]([C:19]([N:37]4[CH2:36][CH2:35][N:34]([C:32]([N:31]([CH3:40])[CH3:30])=[O:33])[CH2:39][CH2:38]4)=[O:20])=[C:14]3[CH:16]([CH3:17])[CH3:18])=[N:10][C@:9]2([C:23]2[CH:28]=[CH:27][C:26]([Cl:29])=[CH:25][CH:24]=2)[CH3:22])=[CH:6][CH:7]=1.